This data is from NCI-60 drug combinations with 297,098 pairs across 59 cell lines. The task is: Regression. Given two drug SMILES strings and cell line genomic features, predict the synergy score measuring deviation from expected non-interaction effect. (1) Drug 1: C1=CC(=C2C(=C1NCCNCCO)C(=O)C3=C(C=CC(=C3C2=O)O)O)NCCNCCO. Drug 2: C1=CN(C(=O)N=C1N)C2C(C(C(O2)CO)O)O.Cl. Cell line: OVCAR3. Synergy scores: CSS=36.8, Synergy_ZIP=-6.00, Synergy_Bliss=-3.05, Synergy_Loewe=-0.0774, Synergy_HSA=1.79. (2) Drug 1: CC1=C(C=C(C=C1)C(=O)NC2=CC(=CC(=C2)C(F)(F)F)N3C=C(N=C3)C)NC4=NC=CC(=N4)C5=CN=CC=C5. Drug 2: CCN(CC)CCNC(=O)C1=C(NC(=C1C)C=C2C3=C(C=CC(=C3)F)NC2=O)C. Cell line: SK-MEL-28. Synergy scores: CSS=-29.4, Synergy_ZIP=20.2, Synergy_Bliss=5.96, Synergy_Loewe=-35.7, Synergy_HSA=-36.5. (3) Drug 1: C1C(C(OC1N2C=NC3=C2NC=NCC3O)CO)O. Drug 2: C1C(C(OC1N2C=NC(=NC2=O)N)CO)O. Cell line: UACC-257. Synergy scores: CSS=-2.09, Synergy_ZIP=0.810, Synergy_Bliss=-1.19, Synergy_Loewe=-3.01, Synergy_HSA=-3.15.